Dataset: CYP2D6 inhibition data for predicting drug metabolism from PubChem BioAssay. Task: Regression/Classification. Given a drug SMILES string, predict its absorption, distribution, metabolism, or excretion properties. Task type varies by dataset: regression for continuous measurements (e.g., permeability, clearance, half-life) or binary classification for categorical outcomes (e.g., BBB penetration, CYP inhibition). Dataset: cyp2d6_veith. (1) The compound is COc1cccc(-c2cc(NCc3cccs3)ncn2)c1. The result is 1 (inhibitor). (2) The compound is CCOC(=O)c1c(NC(=O)C2C3CCC(O3)C2C(=O)O)sc(C)c1-c1ccc(C)cc1. The result is 0 (non-inhibitor).